This data is from Forward reaction prediction with 1.9M reactions from USPTO patents (1976-2016). The task is: Predict the product of the given reaction. (1) Given the reactants C([O:3][C:4](=[O:24])[C:5]([O:15][C:16]1[CH:21]=[CH:20][C:19]([F:22])=[C:18]([F:23])[CH:17]=1)([CH3:14])[CH2:6][C:7]1[CH:12]=[CH:11][C:10]([OH:13])=[CH:9][CH:8]=1)C.[CH3:25][C:26]1[O:30][C:29]([C:31]2([CH3:37])[CH2:36][CH2:35][CH2:34][CH2:33][CH2:32]2)=[N:28][C:27]=1[CH2:38][CH2:39]OS(C1C=CC(C)=CC=1)(=O)=O, predict the reaction product. The product is: [F:23][C:18]1[CH:17]=[C:16]([CH:21]=[CH:20][C:19]=1[F:22])[O:15][C:5]([CH3:14])([CH2:6][C:7]1[CH:12]=[CH:11][C:10]([O:13][CH2:39][CH2:38][C:27]2[N:28]=[C:29]([C:31]3([CH3:37])[CH2:36][CH2:35][CH2:34][CH2:33][CH2:32]3)[O:30][C:26]=2[CH3:25])=[CH:9][CH:8]=1)[C:4]([OH:3])=[O:24]. (2) Given the reactants S([O-])([O-])(=O)=O.[Na+].[Na+].[NH2:8][C:9]1[CH:10]=[C:11]2[C:16](=[CH:17][CH:18]=1)[N:15]=[CH:14][CH:13]=[CH:12]2.[O:19]=[CH:20][C:21](Cl)(Cl)Cl.Cl.NO.S(=O)(=O)(O)[OH:29], predict the reaction product. The product is: [C:21]1(=[O:29])[C:10]2=[C:11]3[C:16](=[CH:17][CH:18]=[C:9]2[NH:8][C:20]1=[O:19])[N:15]=[CH:14][CH:13]=[CH:12]3. (3) Given the reactants C([N:8]1[CH2:13][CH2:12][CH2:11][C@H:10]([O:14][C:15]2[C:27]([CH:28]3[CH2:30][CH2:29]3)=[CH:26][C:18]([C:19]([O:21][C:22]([CH3:25])([CH3:24])[CH3:23])=[O:20])=[C:17]([F:31])[CH:16]=2)[C@@H:9]1[CH3:32])C1C=CC=CC=1.C(N1CCC[C@@H](OC2C(C3CC3)=CC(C(OC(C)(C)C)=O)=C(F)C=2)[C@@H]1C)C1C=CC=CC=1, predict the reaction product. The product is: [CH:28]1([C:27]2[C:15]([O:14][C@@H:10]3[CH2:11][CH2:12][CH2:13][NH:8][C@H:9]3[CH3:32])=[CH:16][C:17]([F:31])=[C:18]([CH:26]=2)[C:19]([O:21][C:22]([CH3:25])([CH3:24])[CH3:23])=[O:20])[CH2:30][CH2:29]1. (4) Given the reactants [CH3:1][C@@:2]([OH:34])([C:30]([CH3:33])([CH3:32])[CH3:31])[C@@H:3]1[C@:8]2([O:28]C)[C@@H:9]3[O:23][C:18]4=[C:19]([OH:22])[CH:20]=[CH:21][C:16]5=[C:17]4[C@:10]43[CH2:11][CH2:12][N:13]([CH2:24][CH:25]3[CH2:27][CH2:26]3)[C@H:14]([CH2:15]5)[C@@:5]4(CC2)[CH2:4]1.C(Cl)(Cl)(Cl)Cl.[H-].[H-].[H-].[H-].[Li+].[Al+3].[CH2:46]1COC[CH2:47]1, predict the reaction product. The product is: [CH:25]1([CH2:24][N:13]2[CH2:12][CH2:11][C@@:10]34[C:17]5[C:16]6[CH2:15][C@@H:14]2[C@H:5]3[CH2:4][C@H:3]([C@:2]([OH:34])([C:30]([CH3:32])([CH3:33])[CH3:31])[CH3:1])[C@H:8]([OH:28])[C@@H:9]4[O:23][C:18]=5[C:19]([OH:22])=[C:20]2[CH2:47][CH2:46][C:21]2=6)[CH2:27][CH2:26]1. (5) Given the reactants [F:1][C:2]1[CH:9]=[CH:8][C:7]([F:10])=[CH:6][C:3]=1[CH:4]=O.[NH2:11][C:12]1[CH:16]=[CH:15][NH:14][N:13]=1.O=[C:18]([CH2:25][CH2:26][CH3:27])[CH2:19][C:20]([O:22][CH2:23][CH3:24])=[O:21], predict the reaction product. The product is: [F:1][C:2]1[CH:9]=[CH:8][C:7]([F:10])=[CH:6][C:3]=1[CH:4]1[C:19]([C:20]([O:22][CH2:23][CH3:24])=[O:21])=[C:18]([CH2:25][CH2:26][CH3:27])[NH:11][C:12]2=[N:13][NH:14][CH:15]=[C:16]12.